From a dataset of Reaction yield outcomes from USPTO patents with 853,638 reactions. Predict the reaction yield, written as a fraction of the theoretical maximum amount of product (1.0 means a 100% yield; for example, 0.34 means a 34% yield). The reactants are C([Si](C)(C)[O:6][C:7]1[CH:12]=[CH:11][C:10]([CH:13]([C:15]2[CH:20]=[CH:19][N:18]=[CH:17][C:16]=2[F:21])O)=[CH:9][C:8]=1[O:22][CH3:23])(C)(C)C. The catalyst is CO.OS(O)(=O)=O.[Pd]. The product is [F:21][C:16]1[CH:17]=[N:18][CH:19]=[CH:20][C:15]=1[CH2:13][C:10]1[CH:11]=[CH:12][C:7]([OH:6])=[C:8]([O:22][CH3:23])[CH:9]=1. The yield is 0.710.